Dataset: Peptide-MHC class I binding affinity with 185,985 pairs from IEDB/IMGT. Task: Regression. Given a peptide amino acid sequence and an MHC pseudo amino acid sequence, predict their binding affinity value. This is MHC class I binding data. The peptide sequence is IIRVTTELNI. The MHC is HLA-A02:02 with pseudo-sequence HLA-A02:02. The binding affinity (normalized) is 0.149.